From a dataset of Forward reaction prediction with 1.9M reactions from USPTO patents (1976-2016). Predict the product of the given reaction. (1) Given the reactants C([O:3][C:4](=O)[CH2:5][CH:6]([C:8]1[C:9]([Cl:14])=[N:10][CH:11]=[CH:12][CH:13]=1)[OH:7])C.[H-].[H-].[H-].[H-].[Li+].[Al+3], predict the reaction product. The product is: [Cl:14][C:9]1[C:8]([CH:6]([OH:7])[CH2:5][CH2:4][OH:3])=[CH:13][CH:12]=[CH:11][N:10]=1. (2) Given the reactants [F:1][C:2]1[CH:13]=[CH:12][C:5]([CH2:6][NH:7][CH2:8][CH:9]([CH3:11])[CH3:10])=[CH:4][CH:3]=1.N1C=CC=CC=1.[CH3:20][S:21]([N:24]1[CH2:29][CH2:28][CH:27]([O:30][C:31]2[CH:32]=[CH:33][C:34]([S:37](Cl)(=[O:39])=[O:38])=[N:35][CH:36]=2)[CH2:26][CH2:25]1)(=[O:23])=[O:22], predict the reaction product. The product is: [F:1][C:2]1[CH:3]=[CH:4][C:5]([CH2:6][N:7]([CH2:8][CH:9]([CH3:11])[CH3:10])[S:37]([C:34]2[CH:33]=[CH:32][C:31]([O:30][CH:27]3[CH2:28][CH2:29][N:24]([S:21]([CH3:20])(=[O:22])=[O:23])[CH2:25][CH2:26]3)=[CH:36][N:35]=2)(=[O:38])=[O:39])=[CH:12][CH:13]=1. (3) The product is: [CH3:17][C:14]1([C:12]#[C:13][C:2]2[CH:8]=[C:7]([N+:9]([O-:11])=[O:10])[CH:6]=[CH:5][C:3]=2[NH2:4])[CH2:16][CH2:15]1. Given the reactants Br[C:2]1[CH:8]=[C:7]([N+:9]([O-:11])=[O:10])[CH:6]=[CH:5][C:3]=1[NH2:4].[C:12]([C:14]1([CH3:17])[CH2:16][CH2:15]1)#[CH:13], predict the reaction product. (4) Given the reactants [H-].[Na+].[CH2:3]([O:5][C:6]([C:8]1[CH:9]=[N:10][NH:11][CH:12]=1)=[O:7])[CH3:4].[CH3:13]I, predict the reaction product. The product is: [CH2:3]([O:5][C:6]([C:8]1[CH:9]=[N:10][N:11]([CH3:13])[CH:12]=1)=[O:7])[CH3:4]. (5) Given the reactants [C:1]([O:5][C:6]([NH:8][CH2:9][CH2:10][CH:11]([C:13]1[CH:14]=[C:15]([CH:25]=[CH:26][CH:27]=1)[O:16][CH2:17][CH2:18][CH2:19][C:20]([O:22]CC)=[O:21])[OH:12])=[O:7])([CH3:4])([CH3:3])[CH3:2].[OH-].[Na+], predict the reaction product. The product is: [C:1]([O:5][C:6]([NH:8][CH2:9][CH2:10][CH:11]([C:13]1[CH:14]=[C:15]([CH:25]=[CH:26][CH:27]=1)[O:16][CH2:17][CH2:18][CH2:19][C:20]([OH:22])=[O:21])[OH:12])=[O:7])([CH3:4])([CH3:2])[CH3:3]. (6) Given the reactants Br[C:2]1[CH:3]=[C:4]([CH:8]([OH:18])[CH2:9][CH2:10][NH:11][C:12](=[O:17])[C:13]([F:16])([F:15])[F:14])[CH:5]=[CH:6][CH:7]=1.[CH3:19][C:20]([OH:26])([CH2:23][CH2:24][CH3:25])[C:21]#[CH:22], predict the reaction product. The product is: [F:14][C:13]([F:16])([F:15])[C:12]([NH:11][CH2:10][CH2:9][CH:8]([OH:18])[C:4]1[CH:5]=[CH:6][CH:7]=[C:2]([C:22]#[C:21][C:20]([OH:26])([CH3:19])[CH2:23][CH2:24][CH3:25])[CH:3]=1)=[O:17]. (7) The product is: [ClH:2].[Cl:2][C:3]1[CH:4]=[C:5]([NH:6][NH2:11])[CH:7]=[CH:8][C:9]=1[F:10]. Given the reactants Cl.[Cl:2][C:3]1[CH:4]=[C:5]([CH:7]=[CH:8][C:9]=1[F:10])[NH2:6].[N:11]([O-])=O.[Na+].S([O-])([O-])=O.[Na+].[Na+], predict the reaction product.